From a dataset of Peptide-MHC class I binding affinity with 185,985 pairs from IEDB/IMGT. Regression. Given a peptide amino acid sequence and an MHC pseudo amino acid sequence, predict their binding affinity value. This is MHC class I binding data. (1) The peptide sequence is AYIDNYNKV. The MHC is HLA-A29:02 with pseudo-sequence HLA-A29:02. The binding affinity (normalized) is 0. (2) The peptide sequence is KHDFIDNPL. The MHC is HLA-A68:02 with pseudo-sequence HLA-A68:02. The binding affinity (normalized) is 0.0847. (3) The peptide sequence is RTIISLNKY. The MHC is Mamu-A02 with pseudo-sequence Mamu-A02. The binding affinity (normalized) is 0.863. (4) The peptide sequence is SAFNDDGIY. The MHC is HLA-A11:01 with pseudo-sequence HLA-A11:01. The binding affinity (normalized) is 0.118. (5) The peptide sequence is SLYPPCLFK. The MHC is HLA-A02:06 with pseudo-sequence HLA-A02:06. The binding affinity (normalized) is 0.559. (6) The peptide sequence is GADINLMPI. The MHC is HLA-A02:06 with pseudo-sequence HLA-A02:06. The binding affinity (normalized) is 0.200. (7) The peptide sequence is AQSYLRNFL. The MHC is HLA-A02:03 with pseudo-sequence HLA-A02:03. The binding affinity (normalized) is 0.492. (8) The peptide sequence is IEAGDEVFF. The MHC is HLA-B39:01 with pseudo-sequence HLA-B39:01. The binding affinity (normalized) is 0.0847. (9) The peptide sequence is YSLAGSSPF. The MHC is HLA-A11:01 with pseudo-sequence HLA-A11:01. The binding affinity (normalized) is 0.0847.